From a dataset of Reaction yield outcomes from USPTO patents with 853,638 reactions. Predict the reaction yield, written as a fraction of the theoretical maximum amount of product (1.0 means a 100% yield; for example, 0.34 means a 34% yield). (1) The reactants are [CH2:1]([N:8]1[CH:12]=[C:11]([C:13](OCC)=[O:14])[C:10]([O:18][CH2:19][C:20]2[CH:25]=[CH:24][C:23]([O:26][CH2:27][C:28]3[N:29]=[C:30]([C:34]4[O:35][CH:36]=[CH:37][CH:38]=4)[O:31][C:32]=3[CH3:33])=[C:22]([O:39][CH3:40])[CH:21]=2)=[N:9]1)[C:2]1[CH:7]=[CH:6][CH:5]=[CH:4][CH:3]=1.[H-].[Al+3].[Li+].[H-].[H-].[H-].O.O.O.O.O.O.O.O.O.O.S([O-])([O-])(=O)=O.[Na+].[Na+]. The catalyst is O1CCCC1.C(OCC)(=O)C. The product is [CH2:1]([N:8]1[CH:12]=[C:11]([CH2:13][OH:14])[C:10]([O:18][CH2:19][C:20]2[CH:25]=[CH:24][C:23]([O:26][CH2:27][C:28]3[N:29]=[C:30]([C:34]4[O:35][CH:36]=[CH:37][CH:38]=4)[O:31][C:32]=3[CH3:33])=[C:22]([O:39][CH3:40])[CH:21]=2)=[N:9]1)[C:2]1[CH:3]=[CH:4][CH:5]=[CH:6][CH:7]=1. The yield is 0.960. (2) The reactants are B(Br)(Br)Br.[CH2:5]([C:7]1[C:8]([NH:25][CH:26]([CH2:29][CH3:30])[CH2:27][CH3:28])=[N:9][C:10]([CH2:23][CH3:24])=[C:11]([C:13]2[CH:18]=[CH:17][C:16]([O:19]C)=[CH:15][C:14]=2[O:21]C)[N:12]=1)[CH3:6]. The catalyst is ClCCl. The product is [CH2:5]([C:7]1[C:8]([NH:25][CH:26]([CH2:29][CH3:30])[CH2:27][CH3:28])=[N:9][C:10]([CH2:23][CH3:24])=[C:11]([C:13]2[CH:18]=[CH:17][C:16]([OH:19])=[CH:15][C:14]=2[OH:21])[N:12]=1)[CH3:6]. The yield is 0.710.